Dataset: Catalyst prediction with 721,799 reactions and 888 catalyst types from USPTO. Task: Predict which catalyst facilitates the given reaction. (1) Reactant: [N+:1]([C:4]1[CH:5]=[C:6]([N:10]([CH2:18][C:19]2[CH:24]=[CH:23][CH:22]=[C:21]([O:25][C:26]([F:31])([F:30])[CH:27]([F:29])[F:28])[CH:20]=2)[CH2:11][CH:12]([OH:17])[C:13]([F:16])([F:15])[F:14])[CH:7]=[CH:8][CH:9]=1)([O-])=O. Product: [NH2:1][C:4]1[CH:5]=[C:6]([N:10]([CH2:18][C:19]2[CH:24]=[CH:23][CH:22]=[C:21]([O:25][C:26]([F:30])([F:31])[CH:27]([F:28])[F:29])[CH:20]=2)[CH2:11][CH:12]([OH:17])[C:13]([F:16])([F:15])[F:14])[CH:7]=[CH:8][CH:9]=1. The catalyst class is: 183. (2) Reactant: [CH3:1][NH:2][C:3]1[C:8]([NH2:9])=[CH:7][C:6]([C:10]([F:13])([F:12])[F:11])=[CH:5][N:4]=1.[F:14][C:15]1[C:16]([CH:21]=O)=[N:17][CH:18]=[CH:19][CH:20]=1.S([O-])(O)=O.[Na+].C(=O)([O-])O.[Na+]. Product: [F:14][C:15]1[C:16]([C:21]2[N:2]([CH3:1])[C:3]3=[N:4][CH:5]=[C:6]([C:10]([F:11])([F:12])[F:13])[CH:7]=[C:8]3[N:9]=2)=[N:17][CH:18]=[CH:19][CH:20]=1. The catalyst class is: 3. (3) Reactant: C(OC([N:8]1[CH2:13][CH2:12][N:11]([C:14]2[CH:15]=[CH:16][CH:17]=[C:18]3[C:22]=2[NH:21][C:20]([CH3:23])=[C:19]3[S:24]([C:27]2[CH:32]=[CH:31][CH:30]=[CH:29][CH:28]=2)(=[O:26])=[O:25])[CH2:10][CH2:9]1)=O)(C)(C)C.FC(F)(F)C(O)=O. Product: [C:27]1([S:24]([C:19]2[C:18]3[C:22](=[C:14]([N:11]4[CH2:12][CH2:13][NH:8][CH2:9][CH2:10]4)[CH:15]=[CH:16][CH:17]=3)[NH:21][C:20]=2[CH3:23])(=[O:25])=[O:26])[CH:28]=[CH:29][CH:30]=[CH:31][CH:32]=1. The catalyst class is: 4. (4) Reactant: [CH:1]([C:4]1[CH:9]=[CH:8][CH:7]=[CH:6][C:5]=1C(C)C)([CH3:3])[CH3:2]. Product: [C:4]1([CH:1]([CH3:3])[CH3:2])[CH:9]=[CH:8][CH:7]=[CH:6][CH:5]=1. The catalyst class is: 48. (5) Reactant: [C:1]([O:5][C:6]([N:8]([CH3:13])[CH2:9][C:10]([OH:12])=O)=[O:7])([CH3:4])([CH3:3])[CH3:2].[Cl:14][C:15]1[CH:16]=[C:17]([NH:21][CH2:22][CH2:23][C:24]#[N:25])[CH:18]=[CH:19][CH:20]=1.C1CCC(N=C=NC2CCCCC2)CC1. Product: [Cl:14][C:15]1[CH:16]=[C:17]([N:21]([CH2:22][CH2:23][C:24]#[N:25])[C:10](=[O:12])[CH2:9][N:8]([CH3:13])[C:6](=[O:7])[O:5][C:1]([CH3:2])([CH3:3])[CH3:4])[CH:18]=[CH:19][CH:20]=1. The catalyst class is: 64. (6) Reactant: C(O)C.O1CCCC1.[OH-].[Na+].[CH3:11][O:12][C:13]1[CH:14]=[C:15]([CH:22]=[C:23]([CH3:29])[C:24]=1[O:25][CH2:26][C:27]#[CH:28])[C:16]([O:18]CC#C)=[O:17]. Product: [CH3:11][O:12][C:13]1[CH:14]=[C:15]([CH:22]=[C:23]([CH3:29])[C:24]=1[O:25][CH2:26][C:27]#[CH:28])[C:16]([OH:18])=[O:17]. The catalyst class is: 6. (7) Reactant: [CH2:1]([N:3]1[CH2:8][C:7]([CH3:10])([CH3:9])[O:6][C:5](=[O:11])[CH:4]1[CH2:12][C:13]([OH:15])=O)[CH3:2].[CH:16]([N:19](C(C)C)CC)(C)[CH3:17].CN(C(ON1N=NC2C=CC=NC1=2)=[N+](C)C)C.F[P-](F)(F)(F)(F)F.O1CCCC1. Product: [CH2:16]([NH:19][C:13](=[O:15])[CH2:12][CH:4]1[C:5](=[O:11])[O:6][C:7]([CH3:9])([CH3:10])[CH2:8][N:3]1[CH2:1][CH3:2])[CH3:17]. The catalyst class is: 3. (8) Reactant: [F:1][C:2]1[CH:7]=[CH:6][C:5]([C:8]2[C:9]([C:21]3[CH:26]=[CH:25][CH:24]=[CH:23][CH:22]=3)=[C:10]([C:18](O)=[O:19])[N:11]([CH:15]([CH3:17])[CH3:16])[C:12]=2[CH:13]=[O:14])=[CH:4][CH:3]=1.[CH3:27][O:28][C:29]1[CH:36]=[CH:35][C:32]([CH2:33][NH2:34])=[CH:31][CH:30]=1.C(N(CC)CC)C.C([O-])(O)=O.[Na+]. Product: [CH3:27][O:28][C:29]1[CH:36]=[CH:35][C:32]([CH2:33][NH:34][C:18]([C:10]2[N:11]([CH:15]([CH3:17])[CH3:16])[C:12]([CH:13]=[O:14])=[C:8]([C:5]3[CH:4]=[CH:3][C:2]([F:1])=[CH:7][CH:6]=3)[C:9]=2[C:21]2[CH:26]=[CH:25][CH:24]=[CH:23][CH:22]=2)=[O:19])=[CH:31][CH:30]=1. The catalyst class is: 309. (9) Reactant: [CH:1]([Si:4]([CH:15]([CH3:17])[CH3:16])([CH:12]([CH3:14])[CH3:13])[C:5]1[O:6][C:7]([CH:10]=[O:11])=[CH:8][N:9]=1)([CH3:3])[CH3:2].[C:18]1([Mg]Br)[CH:23]=[CH:22][CH:21]=[CH:20][CH:19]=1.[NH4+].[Cl-].ClCCl. Product: [C:18]1([CH:10]([C:7]2[O:6][C:5]([Si:4]([CH:1]([CH3:3])[CH3:2])([CH:12]([CH3:14])[CH3:13])[CH:15]([CH3:17])[CH3:16])=[N:9][CH:8]=2)[OH:11])[CH:23]=[CH:22][CH:21]=[CH:20][CH:19]=1. The catalyst class is: 1. (10) Reactant: [CH:1]([OH:4])([CH3:3])[CH3:2].S(=O)(=O)(O)O.[N+:10]([C:13]1[CH:34]=[CH:33][C:16]([CH2:17][C@@H:18]([C:30](O)=[O:31])[NH:19][C:20](=[O:29])[C:21]2[C:26]([Cl:27])=[CH:25][CH:24]=[CH:23][C:22]=2[Cl:28])=[CH:15][CH:14]=1)([O-:12])=[O:11]. Product: [CH:1]([O:4][C:30](=[O:31])[C@H:18]([CH2:17][C:16]1[CH:15]=[CH:14][C:13]([N+:10]([O-:12])=[O:11])=[CH:34][CH:33]=1)[NH:19][C:20](=[O:29])[C:21]1[C:26]([Cl:27])=[CH:25][CH:24]=[CH:23][C:22]=1[Cl:28])([CH3:3])[CH3:2]. The catalyst class is: 7.